This data is from Catalyst prediction with 721,799 reactions and 888 catalyst types from USPTO. The task is: Predict which catalyst facilitates the given reaction. (1) Reactant: [OH-].[Na+].[C:3]([NH:6][C:7]([NH:9][CH2:10][C:11]1[CH:12]=[C:13]([C:17]2[CH:18]=[N:19][C:20]([N:23]3[CH2:28][CH2:27][N:26]([C:29]4[CH:38]=[CH:37][C:32]([C:33]([O:35]C)=[O:34])=[CH:31][C:30]=4[Cl:39])[CH2:25][CH2:24]3)=[N:21][CH:22]=2)[CH:14]=[CH:15][CH:16]=1)=[O:8])(=[NH:5])[NH2:4].C1COCC1.[ClH:45]. Product: [ClH:39].[ClH:45].[C:3]([NH:6][C:7]([NH:9][CH2:10][C:11]1[CH:12]=[C:13]([C:17]2[CH:18]=[N:19][C:20]([N:23]3[CH2:24][CH2:25][N:26]([C:29]4[CH:38]=[CH:37][C:32]([C:33]([OH:35])=[O:34])=[CH:31][C:30]=4[Cl:39])[CH2:27][CH2:28]3)=[N:21][CH:22]=2)[CH:14]=[CH:15][CH:16]=1)=[O:8])(=[NH:4])[NH2:5]. The catalyst class is: 14. (2) Reactant: [C:1]([C:5]1[O:9][N:8]=[C:7]([NH:10][C:11](=[O:19])OC2C=CC=CC=2)[CH:6]=1)([CH3:4])([CH3:3])[CH3:2].[NH2:20][C:21]1[CH:22]=[C:23]([OH:28])[CH:24]=[CH:25][C:26]=1[F:27].C1CCN2C(=NCCC2)CC1. Product: [C:1]([C:5]1[O:9][N:8]=[C:7]([NH:10][C:11]([NH:20][C:21]2[CH:22]=[C:23]([OH:28])[CH:24]=[CH:25][C:26]=2[F:27])=[O:19])[CH:6]=1)([CH3:2])([CH3:3])[CH3:4]. The catalyst class is: 10. (3) Reactant: C(O[K])(C)(C)C.[Cl:7][C:8]1[C:13]([CH3:14])=[CH:12][CH:11]=[C:10]([F:15])[C:9]=1[OH:16].[Cl:17][C:18]1[CH:19]=[C:20]([CH:23]=[C:24](F)[CH:25]=1)[C:21]#[N:22].C1OCCOCCOCCOCCOCCOC1. Product: [Cl:17][C:18]1[CH:19]=[C:20]([CH:23]=[C:24]([O:16][C:9]2[C:10]([F:15])=[CH:11][CH:12]=[C:13]([CH3:14])[C:8]=2[Cl:7])[CH:25]=1)[C:21]#[N:22]. The catalyst class is: 16. (4) Reactant: [F:1][C:2]([F:18])([F:17])[C:3]1[CH:8]=[CH:7][C:6]([C:9]2[CH:14]=[CH:13][CH:12]=[C:11]([CH2:15][NH2:16])[CH:10]=2)=[CH:5][CH:4]=1.[F:19][C:20]1[CH:25]=[CH:24][C:23]([S:26]([N:29]([CH2:33][C:34](O)=[O:35])[CH:30]([CH3:32])[CH3:31])(=[O:28])=[O:27])=[CH:22][CH:21]=1.CN(C(ON1N=NC2C=CC=NC1=2)=[N+](C)C)C.F[P-](F)(F)(F)(F)F.C(N(CC)C(C)C)(C)C.OS([O-])(=O)=O.[K+]. Product: [F:19][C:20]1[CH:21]=[CH:22][C:23]([S:26]([N:29]([CH:30]([CH3:32])[CH3:31])[CH2:33][C:34]([NH:16][CH2:15][C:11]2[CH:10]=[C:9]([C:6]3[CH:5]=[CH:4][C:3]([C:2]([F:17])([F:18])[F:1])=[CH:8][CH:7]=3)[CH:14]=[CH:13][CH:12]=2)=[O:35])(=[O:27])=[O:28])=[CH:24][CH:25]=1. The catalyst class is: 2. (5) Reactant: [NH:1]1[C:5]([CH2:6][O:7][C:8]2[C:9]([CH3:14])=[N:10][CH:11]=[CH:12][CH:13]=2)=[CH:4][N:3]=[N:2]1.[F:15][C:16]([F:31])([F:30])[C:17]1[CH:18]=[N:19][C:20]([N:23]2[CH2:28][CH2:27][CH:26](O)[CH2:25][CH2:24]2)=[N:21][CH:22]=1.C1(P(C2C=CC=CC=2)C2C=CC=CC=2)C=CC=CC=1.CC(OC(/N=N/C(OC(C)(C)C)=O)=O)(C)C. Product: [CH3:14][C:9]1[C:8]([O:7][CH2:6][C:5]2[CH:4]=[N:3][N:2]([CH:26]3[CH2:27][CH2:28][N:23]([C:20]4[N:19]=[CH:18][C:17]([C:16]([F:15])([F:30])[F:31])=[CH:22][N:21]=4)[CH2:24][CH2:25]3)[N:1]=2)=[CH:13][CH:12]=[CH:11][N:10]=1. The catalyst class is: 1. (6) Reactant: CS(O[CH2:6][CH2:7][C@@:8]1([C:21]2[CH:26]=[CH:25][C:24]([F:27])=[CH:23][CH:22]=2)[O:13][C:12](=[O:14])[N:11]([C@H:15]([C:17]([CH3:20])([CH3:19])[CH3:18])[CH3:16])[CH2:10][CH2:9]1)(=O)=O.[N-:28]=[N+:29]=[N-:30].[Na+]. Product: [N:28]([CH2:6][CH2:7][C@@:8]1([C:21]2[CH:26]=[CH:25][C:24]([F:27])=[CH:23][CH:22]=2)[O:13][C:12](=[O:14])[N:11]([C@H:15]([C:17]([CH3:20])([CH3:19])[CH3:18])[CH3:16])[CH2:10][CH2:9]1)=[N+:29]=[N-:30]. The catalyst class is: 3. (7) Reactant: C=O.[Cl:3][C:4]1[CH:5]=[C:6]([C@@H:14]([N:16]2[CH2:20][CH2:19][CH:18]([C:21]3([C:27]4[CH:32]=[CH:31][C:30]([F:33])=[CH:29][CH:28]=4)[CH2:26][CH2:25][NH:24][CH2:23][CH2:22]3)[C:17]2=[O:34])[CH3:15])[C:7]2[C:12]([CH:13]=1)=[CH:11][CH:10]=[CH:9][CH:8]=2.[BH-](OC(C)=O)(OC(C)=O)O[C:37](C)=O.[Na+]. Product: [Cl:3][C:4]1[CH:5]=[C:6]([C@@H:14]([N:16]2[CH2:20][CH2:19][CH:18]([C:21]3([C:27]4[CH:28]=[CH:29][C:30]([F:33])=[CH:31][CH:32]=4)[CH2:22][CH2:23][N:24]([CH3:37])[CH2:25][CH2:26]3)[C:17]2=[O:34])[CH3:15])[C:7]2[C:12]([CH:13]=1)=[CH:11][CH:10]=[CH:9][CH:8]=2. The catalyst class is: 578. (8) Reactant: [OH:1][CH2:2][CH2:3][CH2:4][C:5]1[N:6]=[C:7]([C:26]2[CH:31]=[CH:30][C:29]([C:32]([F:35])([F:34])[F:33])=[CH:28][CH:27]=2)[S:8][C:9]=1[CH2:10][O:11][C:12]1[CH:17]=[CH:16][C:15]([C:18]2[NH:22][C:21](=[O:23])[O:20][N:19]=2)=[C:14]([O:24][CH3:25])[CH:13]=1.C(N(CC)CC)C.[CH3:43][S:44](O[S:44]([CH3:43])(=[O:46])=[O:45])(=[O:46])=[O:45].[Cl-].[NH4+]. Product: [CH3:25][O:24][C:14]1[CH:13]=[C:12]([CH:17]=[CH:16][C:15]=1[C:18]1[NH:22][C:21](=[O:23])[O:20][N:19]=1)[O:11][CH2:10][C:9]1[S:8][C:7]([C:26]2[CH:27]=[CH:28][C:29]([C:32]([F:33])([F:34])[F:35])=[CH:30][CH:31]=2)=[N:6][C:5]=1[CH2:4][CH2:3][CH2:2][O:1][S:44]([CH3:43])(=[O:46])=[O:45]. The catalyst class is: 4. (9) Reactant: [Cl:1][C:2]1[CH:7]=[CH:6][CH:5]=[C:4]([Cl:8])[C:3]=1[CH2:9][S:10]([C:13]1[CH:14]=[C:15]2[C:19](=[CH:20][CH:21]=1)[NH:18][C:17](=[O:22])/[C:16]/2=[CH:23]\[C:24]1[NH:28][C:27]([CH3:29])=[C:26]([CH2:30][C:31](O)=[O:32])[C:25]=1[CH3:34])(=[O:12])=[O:11].C1C=CC2N(O)N=NC=2C=1.CCN=C=NCCCN(C)C.[CH:56]1([NH:59][CH2:60][C@@H:61]2[CH2:66][CH2:65][CH2:64][NH:63][CH2:62]2)[CH2:58][CH2:57]1. Product: [CH:56]1([NH:59][CH2:60][C@@H:61]2[CH2:66][CH2:65][CH2:64][N:63]([C:31](=[O:32])[CH2:30][C:26]3[C:25]([CH3:34])=[C:24](/[CH:23]=[C:16]4\[C:17](=[O:22])[NH:18][C:19]5[C:15]\4=[CH:14][C:13]([S:10]([CH2:9][C:3]4[C:4]([Cl:8])=[CH:5][CH:6]=[CH:7][C:2]=4[Cl:1])(=[O:11])=[O:12])=[CH:21][CH:20]=5)[NH:28][C:27]=3[CH3:29])[CH2:62]2)[CH2:58][CH2:57]1. The catalyst class is: 3.